From a dataset of Catalyst prediction with 721,799 reactions and 888 catalyst types from USPTO. Predict which catalyst facilitates the given reaction. (1) Reactant: [H-].[Na+].CS(C)=O.Cl.[NH2:8][C:9]1[CH:14]=[CH:13][C:12]([OH:15])=[CH:11][C:10]=1[Cl:16].[CH2:17]([O:24][C:25]1[CH:34]=[C:33]2[C:28]([C:29](Cl)=[CH:30][CH:31]=[N:32]2)=[CH:27][C:26]=1[O:36][CH3:37])[C:18]1[CH:23]=[CH:22][CH:21]=[CH:20][CH:19]=1. Product: [CH2:17]([O:24][C:25]1[CH:34]=[C:33]2[C:28]([C:29]([O:15][C:12]3[CH:13]=[CH:14][C:9]([NH2:8])=[C:10]([Cl:16])[CH:11]=3)=[CH:30][CH:31]=[N:32]2)=[CH:27][C:26]=1[O:36][CH3:37])[C:18]1[CH:19]=[CH:20][CH:21]=[CH:22][CH:23]=1. The catalyst class is: 6. (2) Reactant: [Si:1]([O:8][CH2:9][C:10]1[O:11][C:12]2[C:18]([C:19](OC)=[O:20])=[CH:17][C:16]([F:23])=[CH:15][C:13]=2[CH:14]=1)([C:4]([CH3:7])([CH3:6])[CH3:5])([CH3:3])[CH3:2].[H-].[H-].[H-].[H-].[Li+].[Al+3]. Product: [Si:1]([O:8][CH2:9][C:10]1[O:11][C:12]2[C:18]([CH2:19][OH:20])=[CH:17][C:16]([F:23])=[CH:15][C:13]=2[CH:14]=1)([C:4]([CH3:7])([CH3:6])[CH3:5])([CH3:3])[CH3:2]. The catalyst class is: 7. (3) Product: [CH2:20]([O:19][C:17]([N:16]1[CH:11]2[CH2:12][CH2:13][CH:14]1[CH2:15][CH:9]([N:6]1[CH2:7][CH2:8][C:3]([O:2][CH3:1])([C:22]([OH:24])=[O:23])[CH2:4][CH2:5]1)[CH2:10]2)=[O:18])[CH3:21]. Reactant: [CH3:1][O:2][C:3]1([C:22]([O:24]C)=[O:23])[CH2:8][CH2:7][N:6]([CH:9]2[CH2:15][CH:14]3[N:16]([C:17]([O:19][CH2:20][CH3:21])=[O:18])[CH:11]([CH2:12][CH2:13]3)[CH2:10]2)[CH2:5][CH2:4]1.[Li+].[OH-].Cl. The catalyst class is: 1. (4) Reactant: Br[C:2]1[CH:10]=[C:9]2[C:5]([CH2:6][CH2:7][CH:8]2[CH2:11][OH:12])=[CH:4][CH:3]=1.[C:13]([Cu])#[N:14].[C-]#N.[Na+]. Product: [C:13]([C:2]1[CH:10]=[C:9]2[C:5]([CH2:6][CH2:7][CH:8]2[CH2:11][OH:12])=[CH:4][CH:3]=1)#[N:14]. The catalyst class is: 60. (5) Reactant: Cl[CH2:2][C:3]1[CH:8]=[CH:7][C:6]([C:9]2[CH2:13][C:12]([C:18]3[CH:23]=[C:22]([Cl:24])[CH:21]=[C:20]([Cl:25])[CH:19]=3)([C:14]([F:17])([F:16])[F:15])[O:11][N:10]=2)=[CH:5][CH:4]=1.[C:26]1(=[O:36])[NH:30][C:29](=[O:31])[C:28]2=[CH:32][CH:33]=[CH:34][CH:35]=[C:27]12.[K]. Product: [Cl:25][C:20]1[CH:19]=[C:18]([C:12]2([C:14]([F:17])([F:15])[F:16])[O:11][N:10]=[C:9]([C:6]3[CH:5]=[CH:4][C:3]([CH2:2][N:30]4[C:29](=[O:31])[C:28]5=[CH:32][CH:33]=[CH:34][CH:35]=[C:27]5[C:26]4=[O:36])=[CH:8][CH:7]=3)[CH2:13]2)[CH:23]=[C:22]([Cl:24])[CH:21]=1. The catalyst class is: 42. (6) Reactant: [N:1]1O[C:3]([O-])=[C:4]2[N+:9]=1[CH2:8][CH2:7][O:6][CH2:5]2.[C:11]([O:15][CH2:16][CH3:17])(=[O:14])[C:12]#C. Product: [N:1]1[N:9]2[C:4]([CH2:5][O:6][CH2:7][CH2:8]2)=[CH:3][C:12]=1[C:11]([O:15][CH2:16][CH3:17])=[O:14]. The catalyst class is: 673. (7) Reactant: [C:1]([O:6]CC)(=[O:5])C(C)=O.[CH2:9](O)[CH2:10]O.B(F)(F)F.[C:17]([OH:20])(=[O:19])[CH3:18]. Product: [CH3:18][C:17]1([C:1]([OH:6])=[O:5])[O:20][CH2:10][CH2:9][O:19]1. The catalyst class is: 4.